This data is from Forward reaction prediction with 1.9M reactions from USPTO patents (1976-2016). The task is: Predict the product of the given reaction. (1) The product is: [C:26]([O:25][C:23]([NH:30][C:31]1[CH:36]=[C:35]([CH:34]=[CH:33][CH:32]=1)[O:1][C:2]1[CH:11]=[C:10]2[C:5]([CH2:6][CH2:7][CH:8]([C:12]([O:14][CH3:15])=[O:13])[CH2:9]2)=[CH:4][CH:3]=1)=[O:24])([CH3:29])([CH3:27])[CH3:28]. Given the reactants [OH:1][C:2]1[CH:11]=[C:10]2[C:5]([CH2:6][CH2:7][CH:8]([C:12]([O:14][CH3:15])=[O:13])[CH2:9]2)=[CH:4][CH:3]=1.C(N(CC)CC)C.[C:23]([NH:30][C:31]1[CH:32]=[C:33](B(O)O)[CH:34]=[CH:35][CH:36]=1)([O:25][C:26]([CH3:29])([CH3:28])[CH3:27])=[O:24], predict the reaction product. (2) The product is: [N:20]([CH2:19][CH2:18][O:17][CH2:16][CH2:15][O:14][CH2:13][CH2:12][O:37][C:36]1[CH:38]=[C:30]([CH:31]=[C:32]([O:33][CH2:12][CH2:13][O:14][CH2:15][CH2:16][O:17][CH2:18][CH2:19][N:20]=[N+:21]=[N-:22])[C:34]=1[O:35][CH2:12][CH2:13][O:14][CH2:15][CH2:16][O:26][CH2:23][CH2:19][N:20]=[N+:21]=[N-:22])[C:29]([O:40][CH3:41])=[O:39])=[N+:21]=[N-:22]. Given the reactants CC1C=CC(S(O[CH2:12][CH2:13][O:14][CH2:15][CH2:16][O:17][CH2:18][CH2:19][N:20]=[N+:21]=[N-:22])(=O)=O)=CC=1.[C:23]([O-:26])([O-])=O.[K+].[K+].[C:29]([O:40][CH3:41])(=[O:39])[C:30]1[CH:38]=[C:36]([OH:37])[C:34]([OH:35])=[C:32]([OH:33])[CH:31]=1, predict the reaction product. (3) Given the reactants [CH2:1]([N:4]1[C:13](=[O:14])[C:12]2[C:7](=[N:8][C:9]([N:15]3[CH:19]=CN=C3)=[N:10][CH:11]=2)[N:6]([CH:20]([CH3:22])[CH3:21])[C:5]1=[O:23])[CH:2]=[CH2:3].NC1[CH:30]=[CH:29][C:28]([N:31]2[CH2:36][CH2:35][N:34]([CH3:37])[CH2:33][CH2:32]2)=[CH:27][CH:26]=1, predict the reaction product. The product is: [CH2:1]([N:4]1[C:13](=[O:14])[C:12]2[C:7](=[N:8][C:9]([NH:15][C:19]3[CH:30]=[CH:29][C:28]([N:31]4[CH2:36][CH2:35][N:34]([CH3:37])[CH2:33][CH2:32]4)=[CH:27][CH:26]=3)=[N:10][CH:11]=2)[N:6]([CH:20]([CH3:22])[CH3:21])[C:5]1=[O:23])[CH:2]=[CH2:3]. (4) Given the reactants [CH3:1][O:2][CH2:3][C:4]1[N:5]=[C:6]([CH3:9])[S:7][CH:8]=1.[I:10]I, predict the reaction product. The product is: [I:10][C:8]1[S:7][C:6]([CH3:9])=[N:5][C:4]=1[CH2:3][O:2][CH3:1]. (5) Given the reactants [Cl:1][C:2]1[CH:9]=[CH:8][C:5]([CH2:6][OH:7])=[CH:4][CH:3]=1.CC(C)([O-])C.[K+].F[C:17]1[CH:22]=[CH:21][C:20]([S:23]([C:26]2[C:37]([O:38][CH3:39])=[CH:36][C:29]3[CH2:30][CH2:31][N:32]([CH3:35])[CH2:33][CH2:34][C:28]=3[CH:27]=2)(=[O:25])=[O:24])=[CH:19][CH:18]=1.[Cl-].[NH4+], predict the reaction product. The product is: [Cl:1][C:2]1[CH:9]=[CH:8][C:5]([CH2:6][O:7][C:17]2[CH:22]=[CH:21][C:20]([S:23]([C:26]3[C:37]([O:38][CH3:39])=[CH:36][C:29]4[CH2:30][CH2:31][N:32]([CH3:35])[CH2:33][CH2:34][C:28]=4[CH:27]=3)(=[O:25])=[O:24])=[CH:19][CH:18]=2)=[CH:4][CH:3]=1. (6) Given the reactants [CH2:1]([O:3][C:4](=[O:31])[CH2:5][N:6]1[C:14]2[CH2:13][CH2:12][CH2:11][C@@H:10]([N:15]([S:17]([C:20]3[CH:25]=[C:24]([C:26]([F:29])([F:28])[F:27])[CH:23]=[C:22](Br)[CH:21]=3)(=[O:19])=[O:18])[CH3:16])[C:9]=2[CH:8]=[N:7]1)[CH3:2].C1([As](C2C=CC=CC=2)C2C=CC=CC=2)C=CC=CC=1.[CH2:51]([O:53]C([Sn](CCCC)(CCCC)CCCC)=C)[CH3:52].Cl, predict the reaction product. The product is: [CH2:1]([O:3][C:4](=[O:31])[CH2:5][N:6]1[C:14]2[CH2:13][CH2:12][CH2:11][C@@H:10]([N:15]([S:17]([C:20]3[CH:25]=[C:24]([C:26]([F:29])([F:28])[F:27])[CH:23]=[C:22]([C:51](=[O:53])[CH3:52])[CH:21]=3)(=[O:19])=[O:18])[CH3:16])[C:9]=2[CH:8]=[N:7]1)[CH3:2]. (7) Given the reactants [CH3:1][N:2]([CH3:22])[C:3]1[CH:21]=[CH:20][C:6]([CH2:7][NH:8][C:9](=[O:19])[C@H:10]([NH2:18])[CH2:11][C:12]2[CH:17]=[CH:16][CH:15]=[CH:14][CH:13]=2)=[CH:5][CH:4]=1.[C:23]1(=[O:29])[O:28][C:26](=[O:27])[CH2:25][CH2:24]1, predict the reaction product. The product is: [CH3:22][N:2]([CH3:1])[C:3]1[CH:4]=[CH:5][C:6]([CH2:7][NH:8][C:9]([C@H:10]([NH:18][C:23]([CH2:24][CH2:25][C:26]([OH:28])=[O:27])=[O:29])[CH2:11][C:12]2[CH:13]=[CH:14][CH:15]=[CH:16][CH:17]=2)=[O:19])=[CH:20][CH:21]=1. (8) Given the reactants [C:1]([C:5]1[CH:12]=[CH:11][C:8]([CH:9]=O)=[CH:7][CH:6]=1)([CH3:4])([CH3:3])[CH3:2].Cl.[F:14][C:15]1[CH:20]=[CH:19][C:18]([C:21]([F:24])([F:23])[F:22])=[CH:17][C:16]=1[CH2:25][CH2:26][NH2:27].C(=O)([O-])[O-].[K+].[K+].[BH4-].[Na+].Cl, predict the reaction product. The product is: [C:1]([C:5]1[CH:12]=[CH:11][C:8]([CH2:9][NH:27][CH2:26][CH2:25][C:16]2[CH:17]=[C:18]([C:21]([F:22])([F:23])[F:24])[CH:19]=[CH:20][C:15]=2[F:14])=[CH:7][CH:6]=1)([CH3:4])([CH3:3])[CH3:2]. (9) Given the reactants [CH2:1]([O:3][C:4]([C:6]1[O:7][C:8]2[CH:14]=[CH:13][C:12]([C:15]([CH2:19][CH3:20])(O)[CH2:16][CH3:17])=[CH:11][C:9]=2[CH:10]=1)=[O:5])[CH3:2].[C:21]1([CH3:28])[C:26]([OH:27])=[CH:25]C=C[CH:22]=1.B(F)(F)F.[CH3:33][CH2:34]OCC, predict the reaction product. The product is: [CH2:1]([O:3][C:4]([C:6]1[O:7][C:8]2[CH:14]=[CH:13][C:12]([C:15]([CH2:33][CH3:34])([C:19]3[CH:20]=[CH:25][C:26]([OH:27])=[C:21]([CH3:28])[CH:22]=3)[CH2:16][CH3:17])=[CH:11][C:9]=2[CH:10]=1)=[O:5])[CH3:2].